Predict the reaction yield, written as a fraction of the theoretical maximum amount of product (1.0 means a 100% yield; for example, 0.34 means a 34% yield). From a dataset of Reaction yield outcomes from USPTO patents with 853,638 reactions. (1) The reactants are [CH2:1]([NH:8][C:9]([N:11]1[CH2:16][CH2:15][C:14](=[O:17])[N:13]2[C@@H:18]([CH2:35][C:36]3[CH:41]=[CH:40][C:39]([OH:42])=[CH:38][CH:37]=3)[C:19](=[O:34])[N:20]([CH2:23][C:24]3[C:33]4[C:28](=[CH:29][CH:30]=[CH:31][CH:32]=4)[CH:27]=[CH:26][CH:25]=3)[C@@H:21]([CH3:22])[CH:12]12)=[O:10])[C:2]1[CH:7]=[CH:6][CH:5]=[CH:4][CH:3]=1.C1COCC1.[C:48](Cl)(=[O:60])[CH2:49][CH2:50][CH2:51][CH2:52][CH2:53][CH2:54][CH2:55][CH2:56][CH2:57][CH2:58][CH3:59].C(N(CC)CC)C. The catalyst is C(OCC)(=O)C. The product is [C:48]([O:42][C:39]1[CH:40]=[CH:41][C:36]([CH2:35][C@@H:18]2[N:13]3[C:14](=[O:17])[CH2:15][CH2:16][N:11]([C:9](=[O:10])[NH:8][CH2:1][C:2]4[CH:7]=[CH:6][CH:5]=[CH:4][CH:3]=4)[CH:12]3[C@H:21]([CH3:22])[N:20]([CH2:23][C:24]3[C:33]4[C:28](=[CH:29][CH:30]=[CH:31][CH:32]=4)[CH:27]=[CH:26][CH:25]=3)[C:19]2=[O:34])=[CH:37][CH:38]=1)(=[O:60])[CH2:49][CH2:50][CH2:51][CH2:52][CH2:53][CH2:54][CH2:55][CH2:56][CH2:57][CH2:58][CH3:59]. The yield is 0.780. (2) The reactants are [CH3:1][C:2]([Si:5](Cl)([CH3:7])[CH3:6])([CH3:4])[CH3:3].[OH:9][C@H:10]1[CH2:14][CH2:13][NH:12][C:11]1=[O:15].N1C=CN=C1. The catalyst is CN(C)C1C=CN=CC=1.C(Cl)Cl.O. The product is [Si:5]([O:9][C@H:10]1[CH2:14][CH2:13][NH:12][C:11]1=[O:15])([C:2]([CH3:4])([CH3:3])[CH3:1])([CH3:7])[CH3:6]. The yield is 0.736.